Dataset: Reaction yield outcomes from USPTO patents with 853,638 reactions. Task: Predict the reaction yield, written as a fraction of the theoretical maximum amount of product (1.0 means a 100% yield; for example, 0.34 means a 34% yield). (1) The reactants are [CH3:1][C:2]([CH:4]1[CH2:9][CH2:8][CH2:7][CH2:6][CH2:5]1)=[O:3].CO.[Br:12]Br. The catalyst is O. The product is [Br:12][CH2:1][C:2]([CH:4]1[CH2:9][CH2:8][CH2:7][CH2:6][CH2:5]1)=[O:3]. The yield is 1.00. (2) The reactants are [CH3:1][C:2]1([S:5]([NH:8][C:9]([C@@:11]2([NH:16]C(=O)OC(C)(C)C)[CH2:13][C@H:12]2[CH:14]=[CH2:15])=[O:10])(=[O:7])=[O:6])[CH2:4][CH2:3]1.C([Cl:27])(=O)C. The catalyst is CO. The product is [ClH:27].[NH2:16][C@:11]1([C:9]([NH:8][S:5]([C:2]2([CH3:1])[CH2:4][CH2:3]2)(=[O:7])=[O:6])=[O:10])[CH2:13][C@H:12]1[CH:14]=[CH2:15]. The yield is 1.02. (3) The reactants are [F:1][C:2]1[CH:7]=[CH:6][C:5]([CH2:8][C:9](Cl)=[O:10])=[CH:4][CH:3]=1.[S-:12][C:13]#[N:14].[K+].[NH2:16][C:17]1[CH:38]=[CH:37][C:20]([O:21][C:22]2[N:27]=[CH:26][N:25]=[C:24]([NH:28][C:29]([N:31]3[CH2:36][CH2:35][CH2:34][CH2:33][CH2:32]3)=[O:30])[CH:23]=2)=[C:19]([F:39])[CH:18]=1.CCCCCC. The catalyst is C(#N)C.C(OCC)C. The product is [F:39][C:19]1[CH:18]=[C:17]([NH:16][C:13]([NH:14][C:9](=[O:10])[CH2:8][C:5]2[CH:6]=[CH:7][C:2]([F:1])=[CH:3][CH:4]=2)=[S:12])[CH:38]=[CH:37][C:20]=1[O:21][C:22]1[N:27]=[CH:26][N:25]=[C:24]([NH:28][C:29]([N:31]2[CH2:36][CH2:35][CH2:34][CH2:33][CH2:32]2)=[O:30])[CH:23]=1. The yield is 0.525.